Dataset: Catalyst prediction with 721,799 reactions and 888 catalyst types from USPTO. Task: Predict which catalyst facilitates the given reaction. (1) Reactant: Br[C:2]1[CH:7]=[CH:6][C:5](/[CH:8]=[CH:9]/[C@H:10]2[O:19][C@H:13]3[O:14][C:15]([CH3:18])([CH3:17])[O:16][C@H:12]3[C@H:11]2[CH2:20][CH2:21][N:22]2[C:30](=[O:31])[C:29]3[C:24](=[CH:25][CH:26]=[CH:27][CH:28]=3)[C:23]2=[O:32])=[CH:4][CH:3]=1.[CH3:33][O:34][C:35]1[CH:40]=[CH:39][C:38](B(O)O)=[CH:37][N:36]=1.C(=O)([O-])[O-].[K+].[K+]. Product: [CH3:33][O:34][C:35]1[N:36]=[CH:37][C:38]([C:2]2[CH:3]=[CH:4][C:5](/[CH:8]=[CH:9]/[C@H:10]3[O:19][C@H:13]4[O:14][C:15]([CH3:17])([CH3:18])[O:16][C@H:12]4[C@H:11]3[CH2:20][CH2:21][N:22]3[C:23](=[O:32])[C:24]4[C:29](=[CH:28][CH:27]=[CH:26][CH:25]=4)[C:30]3=[O:31])=[CH:6][CH:7]=2)=[CH:39][CH:40]=1. The catalyst class is: 73. (2) Product: [CH3:16][C:14]1([CH3:15])[N:17]([S:18]([CH3:21])(=[O:20])=[O:19])[CH2:23][C:22]2=[N:1][C:2]3[CH:3]=[N:4][C:5]4[C:10]([C:11]=3[N:12]2[CH2:13]1)=[CH:9][CH:8]=[CH:7][CH:6]=4. The catalyst class is: 26. Reactant: [NH2:1][C:2]1[CH:3]=[N:4][C:5]2[C:10]([C:11]=1[NH:12][CH2:13][C:14]([NH:17][S:18]([CH3:21])(=[O:20])=[O:19])([CH3:16])[CH3:15])=[CH:9][CH:8]=[CH:7][CH:6]=2.[CH2:22](N(CC)CC)[CH3:23].ClCC(Cl)=O.